From a dataset of Peptide-MHC class I binding affinity with 185,985 pairs from IEDB/IMGT. Regression. Given a peptide amino acid sequence and an MHC pseudo amino acid sequence, predict their binding affinity value. This is MHC class I binding data. (1) The peptide sequence is TMMRHRREL. The MHC is HLA-A29:02 with pseudo-sequence HLA-A29:02. The binding affinity (normalized) is 0.0847. (2) The peptide sequence is NYPASLHKF. The MHC is HLA-A02:01 with pseudo-sequence HLA-A02:01. The binding affinity (normalized) is 0.0847.